From a dataset of Forward reaction prediction with 1.9M reactions from USPTO patents (1976-2016). Predict the product of the given reaction. Given the reactants [Cl:1][C:2]1[CH:7]=[CH:6][C:5]([CH:8](O)[C:9]2[CH:10]=[N:11][N:12]([CH:19]([CH3:21])[CH3:20])[C:13]=2[C:14]([O:16][CH2:17][CH3:18])=[O:15])=[CH:4][CH:3]=1.[NH2:23][C:24]1[CH:25]=[C:26]([Cl:32])[C:27](=[O:31])[N:28]([CH3:30])[CH:29]=1, predict the reaction product. The product is: [Cl:32][C:26]1[C:27](=[O:31])[N:28]([CH3:30])[CH:29]=[C:24]([NH:23][CH:8]([C:5]2[CH:6]=[CH:7][C:2]([Cl:1])=[CH:3][CH:4]=2)[C:9]2[CH:10]=[N:11][N:12]([CH:19]([CH3:21])[CH3:20])[C:13]=2[C:14]([O:16][CH2:17][CH3:18])=[O:15])[CH:25]=1.